Dataset: Forward reaction prediction with 1.9M reactions from USPTO patents (1976-2016). Task: Predict the product of the given reaction. (1) Given the reactants [CH2:1]([O:3][C:4](=[O:9])[C:5]([CH2:7]Cl)=[CH2:6])[CH3:2].[CH2:10]([O:12][P:13]([CH2:18][CH:19]([CH2:29][OH:30])[CH2:20][P:21](=[O:28])([O:25][CH2:26][CH3:27])[O:22][CH2:23][CH3:24])(=[O:17])[O:14][CH2:15][CH3:16])[CH3:11].C(N(CC)CC)C, predict the reaction product. The product is: [CH2:23]([O:22][P:21]([CH2:20][CH:19]([CH2:29][O:30][CH2:7][C:5]([C:4]([O:3][CH2:1][CH3:2])=[O:9])=[CH2:6])[CH2:18][P:13](=[O:17])([O:14][CH2:15][CH3:16])[O:12][CH2:10][CH3:11])(=[O:28])[O:25][CH2:26][CH3:27])[CH3:24]. (2) The product is: [N+:1]([C:4]1[CH:5]=[C:6]([C:10]2[N:23]([CH3:24])[C:22]3[CH:21]=[CH:20][C:15]([C:16]([O:18][CH3:19])=[O:17])=[CH:14][C:13]=3[N:12]=2)[N:7]([CH3:9])[CH:8]=1)([O-:3])=[O:2]. Given the reactants [N+:1]([C:4]1[CH:5]=[C:6]([C:10]([NH:12][C:13]2[CH:14]=[C:15]([CH:20]=[CH:21][C:22]=2[NH:23][CH3:24])[C:16]([O:18][CH3:19])=[O:17])=O)[N:7]([CH3:9])[CH:8]=1)([O-:3])=[O:2].O.C1(C)C=CC(S(O)(=O)=O)=CC=1.C([O-])([O-])=O.[Na+].[Na+].O, predict the reaction product. (3) Given the reactants FC(F)(F)S([O:6][Si:7]([C:10]([CH3:13])([CH3:12])[CH3:11])([CH3:9])[CH3:8])(=O)=O.[CH2:16]([O:23][C@H:24]1[CH2:29][C@@H:28](O)[C@H:27]([NH:31][C@H:32]([C:34]2[CH:39]=[CH:38][CH:37]=[CH:36][CH:35]=2)[CH3:33])[CH2:26][CH2:25]1)[C:17]1[CH:22]=[CH:21][CH:20]=[CH:19][CH:18]=1, predict the reaction product. The product is: [CH2:16]([O:23][C@@H:24]1[CH2:29][CH2:28][C@@H:27]([NH:31][C@H:32]([C:34]2[CH:39]=[CH:38][CH:37]=[CH:36][CH:35]=2)[CH3:33])[C@H:26]([O:6][Si:7]([C:10]([CH3:13])([CH3:12])[CH3:11])([CH3:9])[CH3:8])[CH2:25]1)[C:17]1[CH:18]=[CH:19][CH:20]=[CH:21][CH:22]=1. (4) The product is: [O:39]1[CH2:40][CH2:41][CH2:42][CH2:43][CH:44]1[O:1][CH:2]1[CH2:10][CH:5]2[O:6][C:7](=[O:9])[CH2:8][CH:4]2[CH:3]1[CH2:11][CH2:12][C@@H:13]([O:26][CH:31]1[CH2:32][CH2:33][CH2:28][CH2:38][O:46]1)[CH2:14][O:15][C:16]1[CH:21]=[CH:20][CH:19]=[C:18]([C:22]([F:25])([F:23])[F:24])[CH:17]=1. Given the reactants [OH:1][CH:2]1[CH2:10][CH:5]2[O:6][C:7](=[O:9])[CH2:8][CH:4]2[CH:3]1[CH2:11][CH2:12][C@@H:13]([OH:26])[CH2:14][O:15][C:16]1[CH:21]=[CH:20][CH:19]=[C:18]([C:22]([F:25])([F:24])[F:23])[CH:17]=1.O.[C:28]1([CH3:38])[CH:33]=[CH:32][C:31](S(O)(=O)=O)=CC=1.[O:39]1[CH:44]=[CH:43][CH2:42][CH2:41][CH2:40]1.C([O-])(O)=[O:46].[Na+], predict the reaction product.